Task: Predict the product of the given reaction.. Dataset: Forward reaction prediction with 1.9M reactions from USPTO patents (1976-2016) (1) Given the reactants [Cl:1][C:2]1[CH:7]=[CH:6][C:5]([C:8]2[N:12]([C:13]3[CH:18]=[CH:17][C:16]([Cl:19])=[CH:15][C:14]=3[Cl:20])[N:11]=[C:10]([C:21]([O:23]CC)=O)[C:9]=2[S:26][CH3:27])=[CH:4][CH:3]=1.O.[NH2:29][NH2:30], predict the reaction product. The product is: [Cl:1][C:2]1[CH:3]=[CH:4][C:5]([C:8]2[N:12]([C:13]3[CH:18]=[CH:17][C:16]([Cl:19])=[CH:15][C:14]=3[Cl:20])[N:11]=[C:10]([C:21]([NH:29][NH2:30])=[O:23])[C:9]=2[S:26][CH3:27])=[CH:6][CH:7]=1. (2) Given the reactants [CH2:1]([N:7]1[CH2:12][CH:11]2[CH:9]([C:10]2([C:14]2[CH:15]=[C:16]([NH2:20])[CH:17]=[CH:18][CH:19]=2)[CH3:13])[CH2:8]1)[CH2:2][CH2:3][CH2:4][CH2:5][CH3:6].N1C=CC=CC=1.[CH2:27]([S:30](Cl)(=[O:32])=[O:31])[CH2:28][CH3:29], predict the reaction product. The product is: [CH2:1]([N:7]1[CH2:12][CH:11]2[CH:9]([C:10]2([C:14]2[CH:15]=[C:16]([NH:20][S:30]([CH2:27][CH2:28][CH3:29])(=[O:32])=[O:31])[CH:17]=[CH:18][CH:19]=2)[CH3:13])[CH2:8]1)[CH2:2][CH2:3][CH2:4][CH2:5][CH3:6].